This data is from Full USPTO retrosynthesis dataset with 1.9M reactions from patents (1976-2016). The task is: Predict the reactants needed to synthesize the given product. (1) The reactants are: [CH3:1][C:2]1[S:6][C:5]([NH2:7])=[N:4][CH:3]=1.C1N=CN([C:13]([N:15]2[CH:19]=N[CH:17]=[CH:16]2)=[O:14])C=1.N1CCC[CH2:21]1. Given the product [CH3:1][C:2]1[S:6][C:5]([NH:7][C:13]([N:15]2[CH2:16][CH2:17][CH2:21][CH2:19]2)=[O:14])=[N:4][CH:3]=1, predict the reactants needed to synthesize it. (2) Given the product [CH:19]([C:22]1[CH:27]=[CH:26][CH:25]=[C:24]([CH:28]([CH3:29])[CH3:30])[C:23]=1[NH:31][C:32](=[O:33])[N:10]([CH2:9][C:6]1[CH:5]=[CH:4][C:3]([N:2]([CH3:18])[CH3:1])=[CH:8][CH:7]=1)[C:11]1[CH:16]=[CH:15][C:14]([F:17])=[CH:13][CH:12]=1)([CH3:20])[CH3:21], predict the reactants needed to synthesize it. The reactants are: [CH3:1][N:2]([CH3:18])[C:3]1[CH:8]=[CH:7][C:6]([CH2:9][NH:10][C:11]2[CH:16]=[CH:15][C:14]([F:17])=[CH:13][CH:12]=2)=[CH:5][CH:4]=1.[CH:19]([C:22]1[CH:27]=[CH:26][CH:25]=[C:24]([CH:28]([CH3:30])[CH3:29])[C:23]=1[N:31]=[C:32]=[O:33])([CH3:21])[CH3:20].